This data is from SARS-CoV-2 main protease (3CLPro) crystallographic fragment screen with 879 compounds. The task is: Binary Classification. Given a drug SMILES string, predict its activity (active/inactive) in a high-throughput screening assay against a specified biological target. (1) The compound is CN(CC(=O)O)C(=O)c1ccc(F)cc1. The result is 0 (inactive). (2) The compound is Cc1cc(C)c(NC(=O)CCl)c(Cl)c1. The result is 0 (inactive). (3) The drug is CNCC1COc2ccccc2O1. The result is 0 (inactive).